Dataset: Forward reaction prediction with 1.9M reactions from USPTO patents (1976-2016). Task: Predict the product of the given reaction. (1) The product is: [CH3:7][N:5]1[N:4]=[N:3][C:2]([N:1]=[CH:20][C:19]2[CH:22]=[C:23]([C:25]([F:27])([F:28])[F:26])[CH:24]=[C:17]([C:16]([F:15])([F:29])[F:30])[CH:18]=2)=[N:6]1. Given the reactants [NH2:1][C:2]1[N:3]=[N:4][N:5]([CH3:7])[N:6]=1.NC1N(C)N=NN=1.[F:15][C:16]([F:30])([F:29])[C:17]1[CH:18]=[C:19]([CH:22]=[C:23]([C:25]([F:28])([F:27])[F:26])[CH:24]=1)[CH:20]=O, predict the reaction product. (2) Given the reactants [Cl:1][C:2]1[CH:10]=[C:9]([C:11]([NH:13][CH:14]([C:16]2[NH:20][C:19]3[CH:21]=[CH:22][C:23]([Cl:25])=[CH:24][C:18]=3[N:17]=2)[CH3:15])=[O:12])[CH:8]=[CH:7][C:3]=1[C:4]([OH:6])=O.[OH:26][CH:27]1[CH2:32][CH2:31][NH:30][CH2:29][CH2:28]1.C(N(C(C)C)CC)(C)C.ClCl, predict the reaction product. The product is: [Cl:1][C:2]1[CH:10]=[C:9]([CH:8]=[CH:7][C:3]=1[C:4]([N:30]1[CH2:31][CH2:32][CH:27]([OH:26])[CH2:28][CH2:29]1)=[O:6])[C:11]([NH:13][CH:14]([C:16]1[NH:20][C:19]2[CH:21]=[CH:22][C:23]([Cl:25])=[CH:24][C:18]=2[N:17]=1)[CH3:15])=[O:12].